From a dataset of Full USPTO retrosynthesis dataset with 1.9M reactions from patents (1976-2016). Predict the reactants needed to synthesize the given product. (1) Given the product [N:19]1([CH2:18][CH2:17][O:1][C:2]2[CH:3]=[CH:4][C:5]3[N:6]([N:8]=[CH:9][C:10]=3[C:11]([OH:13])=[O:12])[CH:7]=2)[CH:23]=[CH:22][CH:21]=[N:20]1, predict the reactants needed to synthesize it. The reactants are: [OH:1][C:2]1[CH:3]=[CH:4][C:5]2[N:6]([N:8]=[CH:9][C:10]=2[C:11]([O:13]CC)=[O:12])[CH:7]=1.Br[CH2:17][CH2:18][N:19]1[CH:23]=[CH:22][CH:21]=[N:20]1.C(=O)([O-])[O-].[Cs+].[Cs+].[Li+].[OH-].C(O)(C(F)(F)F)=O. (2) Given the product [C:1]([O:5][C:6](=[O:17])[NH:7][CH2:8][C:9]1[CH:14]=[CH:13][C:12]([F:15])=[C:11]([NH:16][C:20](=[O:21])[C:19]([F:30])([F:29])[F:18])[CH:10]=1)([CH3:4])([CH3:2])[CH3:3], predict the reactants needed to synthesize it. The reactants are: [C:1]([O:5][C:6](=[O:17])[NH:7][CH2:8][C:9]1[CH:14]=[CH:13][C:12]([F:15])=[C:11]([NH2:16])[CH:10]=1)([CH3:4])([CH3:3])[CH3:2].[F:18][C:19]([F:30])([F:29])[C:20](O[C:20](=[O:21])[C:19]([F:30])([F:29])[F:18])=[O:21]. (3) Given the product [Cl:26][C:27]1[N:36]=[C:35]([C:37]2[CH:42]=[CH:41][CH:40]=[C:39]([Cl:43])[CH:38]=2)[C:34]2[C:29](=[CH:30][CH:31]=[C:32]([C:44]([C:46]3[CH:47]=[CH:48][C:49]([F:52])=[CH:50][CH:51]=3)([C:17]3[N:13]([CH3:12])[CH:14]=[N:15][CH:16]=3)[OH:45])[CH:33]=2)[N:28]=1, predict the reactants needed to synthesize it. The reactants are: [Li]CCCC.CCCCCC.[CH3:12][N:13]1[CH:17]=[CH:16][N:15]=[CH:14]1.Cl[Si](CC)(CC)CC.[Cl:26][C:27]1[N:36]=[C:35]([C:37]2[CH:42]=[CH:41][CH:40]=[C:39]([Cl:43])[CH:38]=2)[C:34]2[C:29](=[CH:30][CH:31]=[C:32]([C:44]([C:46]3[CH:51]=[CH:50][C:49]([F:52])=[CH:48][CH:47]=3)=[O:45])[CH:33]=2)[N:28]=1. (4) The reactants are: [F:1][C:2]1[CH:11]=[C:10]2[C:5]([C:6](=O)[NH:7][C:8]([N:12]3[CH:16]=[C:15]([C:17]([O:19]CC)=[O:18])[CH:14]=[N:13]3)=[N:9]2)=[CH:4][C:3]=1[CH:23]([CH3:25])[CH3:24].[CH2:26]([NH:28][CH2:29][CH3:30])[CH3:27]. Given the product [CH2:26]([N:28]([CH2:29][CH3:30])[C:6]1[C:5]2[C:10](=[CH:11][C:2]([F:1])=[C:3]([CH:23]([CH3:24])[CH3:25])[CH:4]=2)[N:9]=[C:8]([N:12]2[CH:16]=[C:15]([C:17]([OH:19])=[O:18])[CH:14]=[N:13]2)[N:7]=1)[CH3:27], predict the reactants needed to synthesize it. (5) Given the product [Cl:23][C:2]1[C:7]([C:8]([N:27]([CH3:26])[C:28]2[CH:33]=[CH:32][CH:31]=[CH:30][CH:29]=2)=[O:10])=[CH:6][N:5]=[C:4]2[N:11]([C:15]3[CH:20]=[CH:19][CH:18]=[CH:17][N:16]=3)[N:12]=[C:13]([CH3:14])[C:3]=12, predict the reactants needed to synthesize it. The reactants are: O[C:2]1[C:7]([C:8]([OH:10])=O)=[CH:6][N:5]=[C:4]2[N:11]([C:15]3[CH:20]=[CH:19][CH:18]=[CH:17][N:16]=3)[N:12]=[C:13]([CH3:14])[C:3]=12.P(Cl)(Cl)([Cl:23])=O.[CH3:26][NH:27][C:28]1[CH:33]=[CH:32][CH:31]=[CH:30][CH:29]=1.C(N(CC)CC)C.